Dataset: Forward reaction prediction with 1.9M reactions from USPTO patents (1976-2016). Task: Predict the product of the given reaction. (1) Given the reactants Cl[CH2:2][CH2:3][CH2:4][NH:5][C:6]([C:8]1[CH:9]=[N:10][N:11]2[CH:16]=[CH:15][C:14]([N:17]3[C@@H:21]([C:22]4[C:23](=[O:29])[NH:24][CH:25]=[C:26]([F:28])[CH:27]=4)[CH2:20][O:19][C:18]3=[O:30])=[N:13][C:12]=12)=[O:7].C(=O)([O-])[O-].[Cs+].[Cs+].O, predict the reaction product. The product is: [F:28][C:26]1[CH:25]=[N:24][C:23]2[O:29][CH2:2][CH2:3][CH2:4][NH:5][C:6](=[O:7])[C:8]3=[C:12]4[N:13]=[C:14]([CH:15]=[CH:16][N:11]4[N:10]=[CH:9]3)[N:17]3[C@H:21]([CH2:20][O:19][C:18]3=[O:30])[C:22]=2[CH:27]=1. (2) Given the reactants [OH-].[Li+].[CH3:3][C:4]([CH3:41])([CH3:40])[C@@H:5]([C:36]([O:38]C)=[O:37])[NH:6][C:7]([C:9]1[CH:14]=[CH:13][C:12]([C:15]2[CH:20]=[CH:19][C:18]([O:21][CH3:22])=[CH:17][CH:16]=2)=[CH:11][C:10]=1[NH:23][C:24]([NH:26][C:27]1[C:32]([Cl:33])=[CH:31][C:30]([Cl:34])=[CH:29][C:28]=1[Cl:35])=[O:25])=[O:8].CO.O, predict the reaction product. The product is: [CH3:3][C:4]([CH3:41])([CH3:40])[C@@H:5]([C:36]([OH:38])=[O:37])[NH:6][C:7]([C:9]1[CH:14]=[CH:13][C:12]([C:15]2[CH:16]=[CH:17][C:18]([O:21][CH3:22])=[CH:19][CH:20]=2)=[CH:11][C:10]=1[NH:23][C:24]([NH:26][C:27]1[C:32]([Cl:33])=[CH:31][C:30]([Cl:34])=[CH:29][C:28]=1[Cl:35])=[O:25])=[O:8].